This data is from Reaction yield outcomes from USPTO patents with 853,638 reactions. The task is: Predict the reaction yield, written as a fraction of the theoretical maximum amount of product (1.0 means a 100% yield; for example, 0.34 means a 34% yield). (1) The reactants are [C:1]([O:5][C:6]([N:8]1[CH2:13][CH:12]=[C:11]([C:14]2[CH:23]=[C:22]([F:24])[CH:21]=[C:20]3[C:15]=2[CH:16]=[CH:17][C:18]([CH3:25])=[N:19]3)[CH2:10][CH2:9]1)=[O:7])([CH3:4])([CH3:3])[CH3:2]. The catalyst is C(O)C.[Pd]. The product is [C:1]([O:5][C:6]([N:8]1[CH2:9][CH2:10][CH:11]([C:14]2[CH:23]=[C:22]([F:24])[CH:21]=[C:20]3[C:15]=2[CH:16]=[CH:17][C:18]([CH3:25])=[N:19]3)[CH2:12][CH2:13]1)=[O:7])([CH3:4])([CH3:3])[CH3:2]. The yield is 0.700. (2) No catalyst specified. The reactants are Br[C:2]1[CH:23]=[CH:22][C:5]2[C:6]3[N:7]([CH:11]=[C:12]([C:14]4[N:18]([CH:19]([CH3:21])[CH3:20])[N:17]=[CH:16][N:15]=4)[N:13]=3)[CH2:8][CH2:9][O:10][C:4]=2[CH:3]=1.CC1(C)C(C)(C)OB([C:32]2[CH:33]=[CH:34][C:35]([NH2:38])=[N:36][CH:37]=2)O1. The product is [CH:19]([N:18]1[C:14]([C:12]2[N:13]=[C:6]3[C:5]4[CH:22]=[CH:23][C:2]([C:32]5[CH:33]=[CH:34][C:35]([NH2:38])=[N:36][CH:37]=5)=[CH:3][C:4]=4[O:10][CH2:9][CH2:8][N:7]3[CH:11]=2)=[N:15][CH:16]=[N:17]1)([CH3:21])[CH3:20]. The yield is 0.620. (3) The product is [S:2]([O:17][CH2:16][C:15]#[C:14][CH2:13][O:12][CH:7]1[CH2:8][CH2:9][CH2:10][CH2:11][O:6]1)(=[O:4])(=[O:3])[CH3:1]. The yield is 0.550. The catalyst is C(Cl)Cl. The reactants are [CH3:1][S:2](Cl)(=[O:4])=[O:3].[O:6]1[CH2:11][CH2:10][CH2:9][CH2:8][CH:7]1[O:12][CH2:13][C:14]#[C:15][CH2:16][OH:17].O.[Na+].[Cl-]. (4) The reactants are C[O:2][C:3](=[O:43])[C@@H:4]([NH:20][C:21](=[O:42])[C:22]1[CH:27]=[CH:26][C:25]([Cl:28])=[CH:24][C:23]=1[NH:29][S:30]([C:33]1[C:38]2=[N:39][S:40][N:41]=[C:37]2[CH:36]=[CH:35][CH:34]=1)(=[O:32])=[O:31])[CH:5]([C:13]1[CH:18]=[CH:17][C:16]([Cl:19])=[CH:15][CH:14]=1)[C:6]1[CH:11]=[CH:10][C:9]([Cl:12])=[CH:8][CH:7]=1.N1SN=C2C(S(NC3C=C(Cl)C=CC=3C(O)=O)(=O)=O)=CC=CC=12.COC(=O)[C@@H](N)C(C1C=CC(Cl)=CC=1)C1C=CC(Cl)=CC=1. No catalyst specified. The product is [N:41]1[S:40][N:39]=[C:38]2[C:33]([S:30]([NH:29][C:23]3[CH:24]=[C:25]([Cl:28])[CH:26]=[CH:27][C:22]=3[C:21]([NH:20][C@@H:4]([CH:5]([C:6]3[CH:11]=[CH:10][C:9]([Cl:12])=[CH:8][CH:7]=3)[C:13]3[CH:14]=[CH:15][C:16]([Cl:19])=[CH:17][CH:18]=3)[C:3]([OH:43])=[O:2])=[O:42])(=[O:31])=[O:32])=[CH:34][CH:35]=[CH:36][C:37]=12. The yield is 0.940. (5) The reactants are [Cl:1][C:2]1[CH:3]=[CH:4][C:5]([O:29][CH3:30])=[C:6]([C:8]2[C:12]([NH:13][C:14]([C:16]3[CH:17]=[N:18][N:19]4[CH:24]=[CH:23][CH:22]=[N:21][C:20]=34)=[O:15])=[CH:11][N:10]([CH2:25][C:26]([OH:28])=O)[N:9]=2)[CH:7]=1.[NH2:31][CH2:32][C@@H:33]([OH:35])[CH3:34].C(N(CC)CC)C. The catalyst is CN(C)C=O. The product is [Cl:1][C:2]1[CH:3]=[CH:4][C:5]([O:29][CH3:30])=[C:6]([C:8]2[C:12]([NH:13][C:14]([C:16]3[CH:17]=[N:18][N:19]4[CH:24]=[CH:23][CH:22]=[N:21][C:20]=34)=[O:15])=[CH:11][N:10]([CH2:25][C:26]([NH:31][CH2:32][C@@H:33]([OH:35])[CH3:34])=[O:28])[N:9]=2)[CH:7]=1. The yield is 0.290.